This data is from Full USPTO retrosynthesis dataset with 1.9M reactions from patents (1976-2016). The task is: Predict the reactants needed to synthesize the given product. (1) Given the product [CH:1]([CH:4]1[CH2:5][NH:6][CH2:7][CH2:8][N:9]1[C:10]1[CH:19]=[N:18][C:17]2[C:12](=[CH:13][CH:14]=[CH:15][CH:16]=2)[N:11]=1)([CH3:3])[CH3:2], predict the reactants needed to synthesize it. The reactants are: [CH:1]([CH:4]1[N:9]([C:10]2[CH:19]=[N:18][C:17]3[C:12](=[CH:13][CH:14]=[CH:15][CH:16]=3)[N:11]=2)[CH2:8][CH2:7][N:6](C(OC(C)(C)C)=O)[CH2:5]1)([CH3:3])[CH3:2]. (2) Given the product [Cl:13][C:4]1[C:5]2[CH:9]=[CH:8][S:7][C:6]=2[N:1]=[CH:2][N:3]=1, predict the reactants needed to synthesize it. The reactants are: [N:1]1[C:6]2[S:7][CH:8]=[CH:9][C:5]=2[C:4](=O)[NH:3][CH:2]=1.P(Cl)(Cl)([Cl:13])=O. (3) Given the product [C:1]([C:5]1[CH:18]=[CH:17][C:8]([C:9]2[O:14][CH2:13][C:12]([CH3:16])([CH3:15])[N:11]=2)=[CH:7][CH:6]=1)([CH3:4])([CH3:3])[CH3:2], predict the reactants needed to synthesize it. The reactants are: [C:1]([C:5]1[CH:18]=[CH:17][C:8]([C:9]([NH:11][C:12]([CH3:16])([CH3:15])[CH2:13][OH:14])=O)=[CH:7][CH:6]=1)([CH3:4])([CH3:3])[CH3:2].CCOCC. (4) Given the product [CH2:35]([N:21]([CH2:19][CH3:20])[CH2:22][CH2:23][NH:24][C:25]([C:27]1[C:31]([CH3:32])=[C:30]([CH:33]=[C:11]2[C:10]3[C:14](=[CH:15][CH:16]=[CH:17][C:9]=3[C:6]3[CH:7]=[CH:8][C:3]([O:2][CH3:1])=[CH:4][CH:5]=3)[NH:13][C:12]2=[O:18])[NH:29][CH:28]=1)=[O:26])[CH3:36], predict the reactants needed to synthesize it. The reactants are: [CH3:1][O:2][C:3]1[CH:8]=[CH:7][C:6]([C:9]2[CH:17]=[CH:16][CH:15]=[C:14]3[C:10]=2[CH2:11][C:12](=[O:18])[NH:13]3)=[CH:5][CH:4]=1.[CH2:19]([N:21]([CH2:35][CH3:36])[CH2:22][CH2:23][NH:24][C:25]([C:27]1[C:31]([CH3:32])=[C:30]([CH:33]=O)[NH:29][CH:28]=1)=[O:26])[CH3:20]. (5) Given the product [OH:25][CH2:26][C:27]([NH:30][S:31]([C:34]1[S:35][C:36]([C:13]#[C:12][C:11]2[CH:10]=[N:9][N:8]3[C:3]([CH:2]([F:1])[F:24])=[CH:4][C:5]([C:14]4[CH:19]=[CH:18][C:17]([C:20]([F:23])([F:22])[F:21])=[CH:16][CH:15]=4)=[N:6][C:7]=23)=[CH:37][CH:38]=1)(=[O:33])=[O:32])([CH3:29])[CH3:28], predict the reactants needed to synthesize it. The reactants are: [F:1][CH:2]([F:24])[C:3]1[N:8]2[N:9]=[CH:10][C:11]([C:12]#[CH:13])=[C:7]2[N:6]=[C:5]([C:14]2[CH:19]=[CH:18][C:17]([C:20]([F:23])([F:22])[F:21])=[CH:16][CH:15]=2)[CH:4]=1.[OH:25][CH2:26][C:27]([NH:30][S:31]([C:34]1[S:35][C:36](Cl)=[CH:37][CH:38]=1)(=[O:33])=[O:32])([CH3:29])[CH3:28]. (6) Given the product [Cl:30][C:18]1[CH:17]=[C:16]([NH:15][C:13]2[N:12]=[CH:11][N:10]=[C:9]3[NH:8][N:7]=[C:6]([O:5][CH2:4][CH2:3][CH2:2][N:31]4[CH2:35][CH2:34][CH2:33][C@@H:32]4[CH2:36][OH:37])[C:14]=23)[CH:21]=[CH:20][C:19]=1[O:22][CH2:23][C:24]1[CH:29]=[CH:28][CH:27]=[CH:26][N:25]=1, predict the reactants needed to synthesize it. The reactants are: Cl[CH2:2][CH2:3][CH2:4][O:5][C:6]1[C:14]2[C:9](=[N:10][CH:11]=[N:12][C:13]=2[NH:15][C:16]2[CH:21]=[CH:20][C:19]([O:22][CH2:23][C:24]3[CH:29]=[CH:28][CH:27]=[CH:26][N:25]=3)=[C:18]([Cl:30])[CH:17]=2)[NH:8][N:7]=1.[NH:31]1[CH2:35][CH2:34][CH2:33][C@@H:32]1[CH2:36][OH:37]. (7) Given the product [NH:5]([C:19]1[N:20]=[N:21][C:22]([C:25]2[CH:30]=[CH:29][C:28]([N+:31]([O-:33])=[O:32])=[CH:27][CH:26]=2)=[CH:23][N:24]=1)[NH2:6], predict the reactants needed to synthesize it. The reactants are: CS(C1[N:5]=[N:6]C(C2C=CC=CC=2)=CN=1)=O.CS([C:19]1[N:20]=[N:21][C:22]([C:25]2[CH:30]=[CH:29][C:28]([N+:31]([O-:33])=[O:32])=[CH:27][CH:26]=2)=[CH:23][N:24]=1)=O.